This data is from Catalyst prediction with 721,799 reactions and 888 catalyst types from USPTO. The task is: Predict which catalyst facilitates the given reaction. (1) Reactant: FC(F)(F)S(O[CH2:7][C:8]([F:11])([CH3:10])[CH3:9])(=O)=O.[NH:14]1[C:22]2[C:17](=[CH:18][CH:19]=[CH:20][CH:21]=2)[C:16]([CH2:23][C@H:24]([NH2:26])[CH3:25])=[CH:15]1.C(N(C(C)C)C(C)C)C. Product: [NH:14]1[C:22]2[C:17](=[CH:18][CH:19]=[CH:20][CH:21]=2)[C:16]([CH2:23][C@H:24]([NH:26][CH2:7][C:8]([F:11])([CH3:10])[CH3:9])[CH3:25])=[CH:15]1. The catalyst class is: 225. (2) The catalyst class is: 2. Product: [CH3:50][O:51][C:52]1[CH:53]=[C:54]([C:60]2[CH2:61][C:62]([CH3:74])([CH3:73])[C:63](=[O:72])[N:64]([CH:66]3[CH2:67][CH2:68][N:69]([C:11](=[O:13])[C@H:9]([NH:8][C:6](=[O:7])[O:5][C:1]([CH3:2])([CH3:3])[CH3:4])[CH3:10])[CH2:70][CH2:71]3)[N:65]=2)[CH:55]=[CH:56][C:57]=1[O:58][CH3:59]. Reactant: [C:1]([O:5][C:6]([NH:8][C@@H:9]([C:11]([OH:13])=O)[CH3:10])=[O:7])([CH3:4])([CH3:3])[CH3:2].CCN(C(C)C)C(C)C.CCOC(C(C#N)=NOC(N1CCOCC1)=[N+](C)C)=O.F[P-](F)(F)(F)(F)F.[CH3:50][O:51][C:52]1[CH:53]=[C:54]([C:60]2[CH2:61][C:62]([CH3:74])([CH3:73])[C:63](=[O:72])[N:64]([CH:66]3[CH2:71][CH2:70][NH:69][CH2:68][CH2:67]3)[N:65]=2)[CH:55]=[CH:56][C:57]=1[O:58][CH3:59].C(=O)(O)[O-].[Na+]. (3) Reactant: [Cl:1][C:2]1[CH:3]=[C:4]([NH:8][C:9](=[O:17])[C:10]2[CH:15]=[CH:14][C:13](F)=[N:12][CH:11]=2)[CH:5]=[CH:6][CH:7]=1.[CH2:18]([NH2:25])[C:19]1[CH:24]=[CH:23][CH:22]=[CH:21][CH:20]=1. Product: [CH2:18]([NH:25][C:13]1[CH:14]=[CH:15][C:10]([C:9]([NH:8][C:4]2[CH:5]=[CH:6][CH:7]=[C:2]([Cl:1])[CH:3]=2)=[O:17])=[CH:11][N:12]=1)[C:19]1[CH:24]=[CH:23][CH:22]=[CH:21][CH:20]=1. The catalyst class is: 9. (4) Reactant: C[C:2]1[CH:7]=[C:6](C)[CH:5]=[C:4]([CH3:9])[C:3]=1S([O-])(=O)=O.[NH2:14][N+:15]1[CH:20]=[CH:19][C:18]([Br:21])=[CH:17][C:16]=1[NH2:22].C(Cl)(=O)C1C=CC=CC=1. Product: [Br:21][C:18]1[CH:19]=[CH:20][N:15]2[N:14]=[C:9]([C:4]3[CH:3]=[CH:2][CH:7]=[CH:6][CH:5]=3)[N:22]=[C:16]2[CH:17]=1. The catalyst class is: 17. (5) Reactant: [N-:1]=[C:2]=[S:3].[Na+].[N:5]1C=CC=CC=1.CS(O[N:16]=[C:17](Cl)[C@H:18]1[CH2:22][O:21][C:20]2([CH2:27][CH2:26][CH2:25][CH2:24][CH2:23]2)[O:19]1)(=O)=O.CC1C(OC2C(N)=NC=C(SC3C=CC=CN=3)C=2)=CC=C(C)N=1. Product: [O:19]1[C:20]2([CH2:27][CH2:26][CH2:25][CH2:24][CH2:23]2)[O:21][CH2:22][CH:18]1[C:17]1[N:1]=[C:2]([NH2:5])[S:3][N:16]=1. The catalyst class is: 10. (6) Reactant: [CH2:1]([O:8][C:9]1[CH:23]=[CH:22][C:21](B2OC(C)(C)C(C)(C)O2)=[CH:20][C:10]=1[CH2:11][NH:12][C:13](=[O:19])[O:14][C:15]([CH3:18])([CH3:17])[CH3:16])[C:2]1[CH:7]=[CH:6][CH:5]=[CH:4][CH:3]=1.Br[C:34]1[CH:35]=[C:36]([C:41]([CH3:44])=[CH:42][CH:43]=1)[C:37]([O:39][CH3:40])=[O:38].C(=O)([O-])[O-].[K+].[K+]. Product: [C:15]([O:14][C:13]([NH:12][CH2:11][C:10]1[CH:20]=[C:21]([C:34]2[CH:35]=[C:36]([C:41]([CH3:44])=[CH:42][CH:43]=2)[C:37]([O:39][CH3:40])=[O:38])[CH:22]=[CH:23][C:9]=1[O:8][CH2:1][C:2]1[CH:7]=[CH:6][CH:5]=[CH:4][CH:3]=1)=[O:19])([CH3:16])([CH3:17])[CH3:18]. The catalyst class is: 216.